From a dataset of Reaction yield outcomes from USPTO patents with 853,638 reactions. Predict the reaction yield, written as a fraction of the theoretical maximum amount of product (1.0 means a 100% yield; for example, 0.34 means a 34% yield). (1) The catalyst is CO. The yield is 0.920. The reactants are [CH3:1][O:2][C:3]1[C:4]([C:13]([O:15]C)=[O:14])=[CH:5][C:6]2[C:11]([CH:12]=1)=[CH:10][CH:9]=[CH:8][CH:7]=2.O.[OH-].[Na+].C(O)(=O)CC(CC(O)=O)(C(O)=O)O. The product is [CH3:1][O:2][C:3]1[C:4]([C:13]([OH:15])=[O:14])=[CH:5][C:6]2[C:11]([CH:12]=1)=[CH:10][CH:9]=[CH:8][CH:7]=2. (2) The reactants are Cl[C:2]1[N:3]=[N:4][CH:5]=[C:6]([Cl:8])[CH:7]=1.[CH3:9][O:10][C:11]1[CH:12]=[C:13](B(O)O)[CH:14]=[CH:15][CH:16]=1. No catalyst specified. The product is [Cl:8][C:6]1[CH:7]=[C:2]([C:15]2[CH:14]=[CH:13][CH:12]=[C:11]([O:10][CH3:9])[CH:16]=2)[N:3]=[N:4][CH:5]=1. The yield is 0.610. (3) The reactants are [C:1]1([CH2:7][C:8]([C:10]2[CH:15]=[CH:14][C:13]([C:16]3([NH:20][C:21](=[O:27])[O:22][C:23]([CH3:26])([CH3:25])[CH3:24])[CH2:19][CH2:18][CH2:17]3)=[CH:12][CH:11]=2)=[O:9])[CH:6]=[CH:5][CH:4]=[CH:3][CH:2]=1.[BrH:28].[NH+]1C=CC=CC=1. The catalyst is C1COCC1. The product is [Br:28][CH:7]([C:1]1[CH:6]=[CH:5][CH:4]=[CH:3][CH:2]=1)[C:8]([C:10]1[CH:15]=[CH:14][C:13]([C:16]2([NH:20][C:21](=[O:27])[O:22][C:23]([CH3:24])([CH3:26])[CH3:25])[CH2:19][CH2:18][CH2:17]2)=[CH:12][CH:11]=1)=[O:9]. The yield is 0.930. (4) The reactants are C(OC([C:6]1[C:7]([N:15]2[CH2:20][CH2:19][C:18]([NH2:32])([CH2:21][C:22]3[CH:27]=[CH:26][C:25]([C:28]([CH3:31])([CH3:30])[CH3:29])=[CH:24][CH:23]=3)[CH2:17][CH2:16]2)=[C:8]2[CH:14]=[N:13][NH:12][C:9]2=[N:10][CH:11]=1)=O)C.O. The catalyst is [OH-].[K+]. The product is [C:28]([C:25]1[CH:26]=[CH:27][C:22]([CH2:21][C:18]2([NH2:32])[CH2:19][CH2:20][N:15]([C:7]3[CH:6]=[CH:11][N:10]=[C:9]4[NH:12][N:13]=[CH:14][C:8]=34)[CH2:16][CH2:17]2)=[CH:23][CH:24]=1)([CH3:31])([CH3:29])[CH3:30]. The yield is 0.470. (5) The yield is 0.540. The product is [OH:12][CH2:11][CH2:13][NH:14][CH2:2][C:3]1[CH:4]=[C:5]([CH:8]=[CH:9][CH:10]=1)[C:6]#[N:7]. The reactants are Br[CH2:2][C:3]1[CH:4]=[C:5]([CH:8]=[CH:9][CH:10]=1)[C:6]#[N:7].[CH2:11]([CH2:13][NH2:14])[OH:12].C(=O)(O)[O-].[Na+]. The catalyst is C(#N)C. (6) The reactants are [F:1][C:2]1[CH:7]=[CH:6][C:5]([CH:8]2[C:13]3=[N:14][NH:15][C:16](=[O:21])[C:17]4[CH:18]=[CH:19][CH:20]=[C:11]([C:12]=43)[NH:10][CH:9]2[C:22]2[CH:29]=[CH:28][C:25]([CH:26]=O)=[CH:24][CH:23]=2)=[CH:4][CH:3]=1.[CH3:30][NH:31][CH3:32].C(O)(=O)C.C([BH3-])#N.[Na+]. The catalyst is CO. The product is [CH3:30][N:31]([CH2:26][C:25]1[CH:28]=[CH:29][C:22]([CH:9]2[NH:10][C:11]3[C:12]4[C:13](=[N:14][NH:15][C:16](=[O:21])[C:17]=4[CH:18]=[CH:19][CH:20]=3)[CH:8]2[C:5]2[CH:6]=[CH:7][C:2]([F:1])=[CH:3][CH:4]=2)=[CH:23][CH:24]=1)[CH3:32]. The yield is 0.240.